From a dataset of Full USPTO retrosynthesis dataset with 1.9M reactions from patents (1976-2016). Predict the reactants needed to synthesize the given product. Given the product [OH:8][N:9]1[C:18]2[C:13](=[CH:14][C:15]([C:19]3[CH:24]=[CH:23][CH:22]=[CH:21][CH:20]=3)=[CH:16][N:17]=2)[C:12]([OH:25])=[C:11]([C:26]([O:28][CH2:29][CH3:30])=[O:27])[C:10]1=[O:31], predict the reactants needed to synthesize it. The reactants are: C([O:8][N:9]1[C:18]2[C:13](=[CH:14][C:15]([C:19]3[CH:24]=[CH:23][CH:22]=[CH:21][CH:20]=3)=[CH:16][N:17]=2)[C:12]([OH:25])=[C:11]([C:26]([O:28][CH2:29][CH3:30])=[O:27])[C:10]1=[O:31])C1C=CC=CC=1.